Dataset: Full USPTO retrosynthesis dataset with 1.9M reactions from patents (1976-2016). Task: Predict the reactants needed to synthesize the given product. (1) Given the product [F:15][C:16]1[CH:24]=[C:23]2[C:19]([C:20]([C:2]3[CH:7]=[N:6][C:5]([N:8]4[CH2:13][CH2:12][O:11][CH2:10][C:9]4=[O:14])=[CH:4][CH:3]=3)=[CH:21][N:22]2[C:25]([O:27][C:28]([CH3:31])([CH3:30])[CH3:29])=[O:26])=[CH:18][CH:17]=1, predict the reactants needed to synthesize it. The reactants are: Br[C:2]1[CH:3]=[CH:4][C:5]([N:8]2[CH2:13][CH2:12][O:11][CH2:10][C:9]2=[O:14])=[N:6][CH:7]=1.[F:15][C:16]1[CH:24]=[C:23]2[C:19]([C:20](B3OC(C)(C)C(C)(C)O3)=[CH:21][N:22]2[C:25]([O:27][C:28]([CH3:31])([CH3:30])[CH3:29])=[O:26])=[CH:18][CH:17]=1. (2) Given the product [N:28]1[C:29]2[NH:30][CH2:31][CH2:32][CH2:33][C:34]=2[CH:35]=[CH:36][C:27]=1[CH2:26][CH2:25][CH2:24][C:21]1[N:20]=[CH:19][C:18]([CH2:17][C@@H:16]([C:37]([O:39][CH3:40])=[O:38])[NH2:15])=[CH:23][CH:22]=1, predict the reactants needed to synthesize it. The reactants are: C(O)(C(F)(F)F)=O.C(OC([NH:15][C@H:16]([C:37]([O:39][CH3:40])=[O:38])[CH2:17][C:18]1[CH:19]=[N:20][C:21]([CH2:24][CH2:25][CH2:26][C:27]2[CH:36]=[CH:35][C:34]3[CH2:33][CH2:32][CH2:31][NH:30][C:29]=3[N:28]=2)=[CH:22][CH:23]=1)=O)(C)(C)C. (3) Given the product [CH2:1]([C:13]1[CH:18]=[CH:17][C:16]([C:19]2[O:23][N:22]=[C:21]([C:24]3([C:27]([OH:29])=[O:28])[CH2:26][CH2:25]3)[N:20]=2)=[CH:15][CH:14]=1)[CH2:2][CH2:3][CH2:4][CH2:5][CH2:6][CH2:7][CH2:8][CH2:9][CH2:10][CH2:11][CH3:12], predict the reactants needed to synthesize it. The reactants are: [CH2:1]([C:13]1[CH:18]=[CH:17][C:16]([C:19]2[O:23][N:22]=[C:21]([C:24]3([C:27]([O:29]CC)=[O:28])[CH2:26][CH2:25]3)[N:20]=2)=[CH:15][CH:14]=1)[CH2:2][CH2:3][CH2:4][CH2:5][CH2:6][CH2:7][CH2:8][CH2:9][CH2:10][CH2:11][CH3:12].[Li+].[OH-].C1COCC1.O. (4) Given the product [OH:20][C@H:19]1[C@H:5]([CH3:4])[N:6]([C:9]2[CH:8]=[CH:7][C:4]([C:5]#[N:6])=[C:3]([C:2]([F:11])([F:12])[F:1])[CH:10]=2)[C:14](=[O:17])[C:3]1([CH3:10])[CH3:2], predict the reactants needed to synthesize it. The reactants are: [F:1][C:2]([F:12])([F:11])[C:3]1[CH:10]=[CH:9][CH:8]=[CH:7][C:4]=1[C:5]#[N:6].Cl.[C:14](=[O:17])([O-])O.[Na+].[CH3:19][OH:20]. (5) The reactants are: C(OC([N:8]1[CH2:13][CH2:12][N:11]([C:14]2[N:19]=[C:18]([C:20]3[CH:25]=[CH:24][N:23]=[C:22]([NH:26][CH:27]4[CH2:32][CH2:31][CH2:30][CH2:29][CH2:28]4)[CH:21]=3)[CH:17]=[C:16]([CH2:33][OH:34])[CH:15]=2)[CH2:10][CH2:9]1)=O)(C)(C)C.C(O)(C(F)(F)F)=O. Given the product [CH:27]1([NH:26][C:22]2[CH:21]=[C:20]([C:18]3[CH:17]=[C:16]([CH2:33][OH:34])[CH:15]=[C:14]([N:11]4[CH2:12][CH2:13][NH:8][CH2:9][CH2:10]4)[N:19]=3)[CH:25]=[CH:24][N:23]=2)[CH2:32][CH2:31][CH2:30][CH2:29][CH2:28]1, predict the reactants needed to synthesize it. (6) Given the product [C:27]([C:2]1[CH:25]=[CH:24][C:5]2[NH:6][C:7]([N:9]3[CH2:14][CH2:13][C:12]4([C:22]5[C:17](=[CH:18][CH:19]=[CH:20][CH:21]=5)[C:16](=[O:23])[O:15]4)[CH2:11][CH2:10]3)=[N:8][C:4]=2[CH:3]=1)(=[O:26])[CH3:28], predict the reactants needed to synthesize it. The reactants are: I[C:2]1[CH:25]=[CH:24][C:5]2[NH:6][C:7]([N:9]3[CH2:14][CH2:13][C:12]4([C:22]5[C:17](=[CH:18][CH:19]=[CH:20][CH:21]=5)[C:16](=[O:23])[O:15]4)[CH2:11][CH2:10]3)=[N:8][C:4]=2[CH:3]=1.[O:26]1CCO[CH2:28][CH2:27]1. (7) The reactants are: [CH3:1][O:2][C:3]1[CH:8]=[CH:7][C:6]([C:9]([N:11]2[CH2:16][CH2:15][NH:14][CH2:13][CH2:12]2)=[O:10])=[CH:5][C:4]=1[CH2:17][CH2:18][N:19]1[CH2:24][CH2:23][CH:22]([N:25]2[C:33]3[C:28](=[CH:29][CH:30]=[C:31]([C:34]([NH2:36])=[O:35])[CH:32]=3)[CH:27]=[CH:26]2)[CH2:21][CH2:20]1.[C:37](OC(=O)C)(=[O:39])[CH3:38].N1C=CC=CC=1. Given the product [C:37]([N:14]1[CH2:15][CH2:16][N:11]([C:9]([C:6]2[CH:7]=[CH:8][C:3]([O:2][CH3:1])=[C:4]([CH2:17][CH2:18][N:19]3[CH2:20][CH2:21][CH:22]([N:25]4[C:33]5[C:28](=[CH:29][CH:30]=[C:31]([C:34]([NH2:36])=[O:35])[CH:32]=5)[CH:27]=[CH:26]4)[CH2:23][CH2:24]3)[CH:5]=2)=[O:10])[CH2:12][CH2:13]1)(=[O:39])[CH3:38], predict the reactants needed to synthesize it. (8) Given the product [C:19]([CH2:8][CH2:7][C@H:5]1[CH2:4][C@H:3]([C:14]([O:16][CH2:17][CH3:18])=[O:15])[C@H:2]([CH3:1])[CH2:6]1)#[N:20], predict the reactants needed to synthesize it. The reactants are: [CH3:1][C@@H:2]1[CH2:6][C@@H:5]([CH2:7][CH2:8]OS(C)(=O)=O)[CH2:4][C@@H:3]1[C:14]([O:16][CH2:17][CH3:18])=[O:15].[C-:19]#[N:20].[Na+].C1CCCCC1.O.